This data is from Full USPTO retrosynthesis dataset with 1.9M reactions from patents (1976-2016). The task is: Predict the reactants needed to synthesize the given product. (1) Given the product [CH:1]1([C:4]([NH:6][C:7]2[CH:12]=[C:11]([O:13][C:14]3[CH:19]=[CH:18][C:17]([NH:20][C:21]([NH:31][C:32]4[CH:33]=[C:34]([CH:42]([N:44]5[CH2:49][CH2:48][N:47]([C:50]([O:52][C:53]([CH3:54])([CH3:56])[CH3:55])=[O:51])[CH2:46][CH2:45]5)[CH3:43])[CH:35]=[C:36]([C:38]([F:40])([F:41])[F:39])[CH:37]=4)=[O:29])=[CH:16][C:15]=3[F:30])[CH:10]=[CH:9][N:8]=2)=[O:5])[CH2:2][CH2:3]1, predict the reactants needed to synthesize it. The reactants are: [CH:1]1([C:4]([NH:6][C:7]2[CH:12]=[C:11]([O:13][C:14]3[CH:19]=[CH:18][C:17]([NH:20][C:21](=[O:29])OC4C=CC=CC=4)=[CH:16][C:15]=3[F:30])[CH:10]=[CH:9][N:8]=2)=[O:5])[CH2:3][CH2:2]1.[NH2:31][C:32]1[CH:33]=[C:34]([CH:42]([N:44]2[CH2:49][CH2:48][N:47]([C:50]([O:52][C:53]([CH3:56])([CH3:55])[CH3:54])=[O:51])[CH2:46][CH2:45]2)[CH3:43])[CH:35]=[C:36]([C:38]([F:41])([F:40])[F:39])[CH:37]=1.CCN(C(C)C)C(C)C. (2) Given the product [CH2:18]([C:22]1[N:23]([CH2:31][C:32]2[CH:33]=[CH:34][C:35]([C:38]3[CH:43]=[CH:42][CH:41]=[CH:40][C:39]=3[C:44]3[N:48]([C:49]([C:50]4[CH:55]=[CH:54][CH:53]=[CH:52][CH:51]=4)([C:62]4[CH:63]=[CH:64][CH:65]=[CH:66][CH:67]=4)[C:56]4[CH:57]=[CH:58][CH:59]=[CH:60][CH:61]=4)[N:47]=[N:46][N:45]=3)=[CH:36][CH:37]=2)[C:24]([C:28]([O:30][CH:14]([O:13][C:1]([O:2][CH2:3][CH2:4][CH2:5][CH2:6][C@H:7]([O:9][N+:10]([O-:12])=[O:11])[CH3:8])=[O:17])[CH3:15])=[O:29])=[C:25]([Cl:27])[N:26]=1)[CH2:19][CH2:20][CH3:21], predict the reactants needed to synthesize it. The reactants are: [C:1](=[O:17])([O:13][CH:14](Cl)[CH3:15])[O:2][CH2:3][CH2:4][CH2:5][CH2:6][C@H:7]([O:9][N+:10]([O-:12])=[O:11])[CH3:8].[CH2:18]([C:22]1[N:23]([CH2:31][C:32]2[CH:37]=[CH:36][C:35]([C:38]3[CH:43]=[CH:42][CH:41]=[CH:40][C:39]=3[C:44]3[N:48]([C:49]([C:62]4[CH:67]=[CH:66][CH:65]=[CH:64][CH:63]=4)([C:56]4[CH:61]=[CH:60][CH:59]=[CH:58][CH:57]=4)[C:50]4[CH:55]=[CH:54][CH:53]=[CH:52][CH:51]=4)[N:47]=[N:46][N:45]=3)=[CH:34][CH:33]=2)[C:24]([C:28]([OH:30])=[O:29])=[C:25]([Cl:27])[N:26]=1)[CH2:19][CH2:20][CH3:21].C([O-])([O-])=O.[Cs+].[Cs+].